Dataset: Reaction yield outcomes from USPTO patents with 853,638 reactions. Task: Predict the reaction yield, written as a fraction of the theoretical maximum amount of product (1.0 means a 100% yield; for example, 0.34 means a 34% yield). (1) The reactants are FC(F)(F)C(O)=O.[C:8]([C:12]1[NH:13][C:14]2[C:19]([CH:20]=1)=[CH:18][CH:17]=[CH:16][CH:15]=2)([CH3:11])([CH3:10])[CH3:9].[CH3:21][CH:22]([CH3:26])[CH2:23][CH:24]=O. The catalyst is ClCCl.[Pd]. The product is [C:8]([C:12]1[NH:13][C:14]2[C:19]([C:20]=1[CH2:24][CH2:23][CH:22]([CH3:26])[CH3:21])=[CH:18][CH:17]=[CH:16][CH:15]=2)([CH3:11])([CH3:9])[CH3:10]. The yield is 0.990. (2) The reactants are C(Cl)(=O)C(Cl)=O.CS(C)=O.[OH:11][CH:12]([C:14]1[O:15][C:16]2[CH:22]=[C:21]([C:23]([O:25][CH3:26])=[O:24])[CH:20]=[CH:19][C:17]=2[CH:18]=1)[CH3:13]. The catalyst is C(Cl)Cl. The product is [C:12]([C:14]1[O:15][C:16]2[CH:22]=[C:21]([C:23]([O:25][CH3:26])=[O:24])[CH:20]=[CH:19][C:17]=2[CH:18]=1)(=[O:11])[CH3:13]. The yield is 0.800. (3) The yield is 1.00. The reactants are [CH3:1][C:2]1[CH:6]=[C:5]([CH3:7])[NH:4][N:3]=1.[N:8]([CH2:11][Si:12]([O:16][CH3:17])([O:14][CH3:15])[CH3:13])=[C:9]=[O:10]. The catalyst is C(OCC)(=O)C. The product is [CH3:1][C:2]1[CH:6]=[C:5]([CH3:7])[N:4]([C:9](=[O:10])[NH:8][CH2:11][Si:12]([O:16][CH3:17])([O:14][CH3:15])[CH3:13])[N:3]=1. (4) The reactants are [CH2:1]([NH:3][C:4]([C:6]1[CH:7]=[C:8]2[C:13](=[CH:14][C:15]=1[OH:16])[N:12]=[CH:11][CH:10]=[C:9]2[O:17][C:18]1[CH:23]=[CH:22][C:21]([NH:24][C:25]([NH:27][CH3:28])=[O:26])=[C:20]([Cl:29])[CH:19]=1)=[O:5])[CH3:2].Br[CH2:31][CH:32]1[CH2:37][CH2:36][N:35]([C:38](OC(C)(C)C)=O)[CH2:34][CH2:33]1.C(=O)([O-])[O-].[K+].[K+].C=O.C([BH3-])#N.[Na+]. The catalyst is CN(C)C=O.C(OCC)(=O)C.CCCCCC.C(O)(=O)C.O. The product is [CH2:1]([NH:3][C:4]([C:6]1[CH:7]=[C:8]2[C:13](=[CH:14][C:15]=1[O:16][CH2:31][CH:32]1[CH2:37][CH2:36][N:35]([CH3:38])[CH2:34][CH2:33]1)[N:12]=[CH:11][CH:10]=[C:9]2[O:17][C:18]1[CH:23]=[CH:22][C:21]([NH:24][C:25]([NH:27][CH3:28])=[O:26])=[C:20]([Cl:29])[CH:19]=1)=[O:5])[CH3:2]. The yield is 0.570. (5) The reactants are C[O:2][C:3]1[CH:4]=[CH:5][C:6]2[CH2:12][CH:11]([CH2:13][C:14]([O:16][CH2:17][CH3:18])=[O:15])[C:10]3[CH:19]=[CH:20][CH:21]=[CH:22][C:9]=3[O:8][C:7]=2[CH:23]=1.B(Br)(Br)Br.CO. The catalyst is C(Cl)Cl. The product is [OH:2][C:3]1[CH:4]=[CH:5][C:6]2[CH2:12][CH:11]([CH2:13][C:14]([O:16][CH2:17][CH3:18])=[O:15])[C:10]3[CH:19]=[CH:20][CH:21]=[CH:22][C:9]=3[O:8][C:7]=2[CH:23]=1. The yield is 0.890. (6) The reactants are [C:1](=[O:17])([O:5][C:6]1[CH:11]=[CH:10][C:9]([O:12][CH3:13])=[C:8]([N+:14]([O-])=O)[CH:7]=1)[O:2][CH2:3][CH3:4].C(O)(=O)C. The catalyst is CCOC(C)=O.[Pd]. The product is [C:1](=[O:17])([O:2][CH2:3][CH3:4])[O:5][C:6]1[CH:11]=[CH:10][C:9]([O:12][CH3:13])=[C:8]([NH2:14])[CH:7]=1. The yield is 0.950. (7) The reactants are CC(C)([O-])C.[K+].[C:7]1([CH2:13][SH:14])[CH:12]=[CH:11][CH:10]=[CH:9][CH:8]=1.F[C:16]1[CH:23]=[CH:22][CH:21]=[C:20]([I:24])[C:17]=1[C:18]#[N:19].[Cl-].[NH4+]. The catalyst is C1COCC1. The product is [CH2:13]([S:14][C:16]1[CH:23]=[CH:22][CH:21]=[C:20]([I:24])[C:17]=1[C:18]#[N:19])[C:7]1[CH:12]=[CH:11][CH:10]=[CH:9][CH:8]=1. The yield is 0.530. (8) The reactants are [NH2:1][CH:2]1[CH2:7][CH2:6][N:5]([CH3:8])[CH2:4][CH2:3]1.C(=O)([O-])[O-].[K+].[K+].Cl[C:16]1[N:24]=[CH:23][C:22]([F:25])=[CH:21][C:17]=1[C:18]([OH:20])=[O:19]. The catalyst is CN1CCCC1=O.CO.[Cu].[Cu]Br. The product is [F:25][C:22]1[CH:23]=[N:24][C:16]([NH:1][CH:2]2[CH2:7][CH2:6][N:5]([CH3:8])[CH2:4][CH2:3]2)=[C:17]([CH:21]=1)[C:18]([OH:20])=[O:19]. The yield is 0.170. (9) The reactants are [Cl:1][C:2]1[CH:7]=[CH:6][C:5]([C:8]2[C:13]([Cl:14])=[CH:12][C:11]([O:15][CH3:16])=[C:10]([C:17]([OH:19])=O)[CH:9]=2)=[CH:4][CH:3]=1.CCN=C=NCCCN(C)C.C1C=CC2N(O)N=NC=2C=1.CCN(CC)CC.[NH:48]1[CH2:53][CH2:52][NH:51][CH2:50][CH:49]1[C:54]#[N:55]. The catalyst is ClCCl. The product is [Cl:1][C:2]1[CH:3]=[CH:4][C:5]([C:8]2[C:13]([Cl:14])=[CH:12][C:11]([O:15][CH3:16])=[C:10]([C:17]([N:51]3[CH2:52][CH2:53][NH:48][CH:49]([C:54]#[N:55])[CH2:50]3)=[O:19])[CH:9]=2)=[CH:6][CH:7]=1. The yield is 0.610. (10) The reactants are [NH2:1][CH2:2][C@@H:3]1[CH2:8][CH2:7][C@H:6]([NH:9][C:10]2[CH:19]=[C:18]([CH3:20])[C:17]3[C:12](=[CH:13][CH:14]=[CH:15][CH:16]=3)[N:11]=2)[CH2:5][CH2:4]1.[Cl:21][C:22]1[CH:27]=[CH:26][CH:25]=[C:24]([N:28]=[C:29]=[O:30])[C:23]=1[Cl:31].O.Cl. The catalyst is CS(C)=O.CCOC(C)=O. The product is [ClH:21].[Cl:31][C:23]1[C:22]([Cl:21])=[CH:27][CH:26]=[CH:25][C:24]=1[NH:28][C:29]([NH:1][CH2:2][C@H:3]1[CH2:4][CH2:5][C@@H:6]([NH:9][C:10]2[CH:19]=[C:18]([CH3:20])[C:17]3[C:12](=[CH:13][CH:14]=[CH:15][CH:16]=3)[N:11]=2)[CH2:7][CH2:8]1)=[O:30]. The yield is 0.450.